This data is from Experimentally validated miRNA-target interactions with 360,000+ pairs, plus equal number of negative samples. The task is: Binary Classification. Given a miRNA mature sequence and a target amino acid sequence, predict their likelihood of interaction. (1) The miRNA is hsa-miR-3150a-3p with sequence CUGGGGAGAUCCUCGAGGUUGG. The protein sequence of the target gene is MRSEGAAPRRAARYGALSLVLATLLGQVTESRGVMDNIQRFSSLPPYLPVSFHVLRAETAFFLKEANPDPLRNASLQSRVESFFIYKAQQPPVLNVSYGPYSAEKVIPLDLMLNPNFLGPTSKFPFDWRLKAYILQEKVYLSHPKVQVLFHIVGRDWDDHRDEKLPCLRVFAFRDSREVRGSCRLGGPLGLCVAQLEMLPGWFSPPAVVSGRRRPAERPEGSPVELYYAVQPGDERGDCTGGDTRKDNAIRPGKDGQEGRTSHLQKIGTISLYRAQDSNQLSELRLDGNVVIWLPSQPVK.... Result: 0 (no interaction). (2) The miRNA is mmu-miR-301b-3p with sequence CAGUGCAAUGGUAUUGUCAAAGC. The protein sequence of the target gene is MAGQQFQYDDSGNTFFYFLTSFVGLIVIPATYYLWPRDQNAEQIRLKNIRKVYGRCMWYRLRLLKPQPNIIPTVKKIVLLAGWALFLFLAYKVSKTDREYQEYNPYEVLNLDPGATVAEIKKQYRLLSLKYHPDKGGDEVMFMRIAKAYAALTDEESRKNWEEFGNPDGPQATSFGIALPAWIVDQKNSILVLLVYGLAFMVILPVVVGSWWYRSIRYSGDQILIRTTQIYTYFVYKTRNMDMKRLIMVLAGASEFDPQYNKDSTSRPTDNILIPQLIREIGSINLKKNEPPLTCPYSLK.... Result: 1 (interaction). (3) The miRNA is mmu-miR-3472 with sequence UAAUAGCCAGAAGCUGGAAGGAACC. The protein sequence of the target gene is MKLRSKAAALLLLALAVLLLALLSLRARRDPEPPGFPARPEAAPQRRHAPVPTLPPEPRAFPGAAGRRSPRRQPPRLRPRAGRPRAASREKLARRPGETRSLHSVPPELWIHLAVVACGNRLEETLVMLKSAVLFSHRKMRFHIFTEDALKPEFDKQLRQWPDSYTKKFEHRLYPITFSVGNPQEWKKLFKPCAAQRLFLPAILKDVDSLLYVDTDVLFLRPVDDIWKLLRQFNSTQLAAMAPEHEIPKIGWYSRFARHPFYGSAGVNSGVMLMNLTRIRNTQFKNSLIPAGLAWEEMLL.... Result: 0 (no interaction). (4) The miRNA is hsa-miR-136-3p with sequence CAUCAUCGUCUCAAAUGAGUCU. The protein sequence of the target gene is MEDDDSYVPSDLTAEERQELENIRRRKQELLADIQRLKEEIAEVANEIESLGSTEERKNMQRNKQVAMGRKKFNMDPKKGIQFLIENGLLKNTCEDIAQFLYKGEGLNKTAIGDYLGERDEFSIQVLHAFVELHEFTDLNLVQALRQFLWSFRLPGEAQKIDRMMEAFAQRYCQCNTGVFQSTDTCYVLSFAIIMLNTSLHNPNVKDKPTVERFIAMNRGINDGGDLPEELLRNLYESIKNEPFKIPEDDGNDLTHTFFNPDREGWLLKLGGGRVKTWKRRWFILTDNCLYYFEYTTDKE.... Result: 0 (no interaction).